From a dataset of Catalyst prediction with 721,799 reactions and 888 catalyst types from USPTO. Predict which catalyst facilitates the given reaction. (1) The catalyst class is: 8. Reactant: C[O:2][C:3]1[C:8]([CH2:9][N:10]2[CH2:15][CH2:14][CH:13]([CH2:16][CH2:17][C:18]3[S:19][CH:20]=[CH:21][C:22]=3[S:23]([CH3:26])(=[O:25])=[O:24])[CH2:12][CH2:11]2)=[CH:7][CH:6]=[CH:5][N:4]=1.S(Cl)(Cl)=O.[OH-].[Na+]. Product: [O:2]=[C:3]1[C:8]([CH2:9][N:10]2[CH2:11][CH2:12][CH:13]([CH2:16][CH2:17][C:18]3[S:19][CH:20]=[CH:21][C:22]=3[S:23]([CH3:26])(=[O:25])=[O:24])[CH2:14][CH2:15]2)=[CH:7][CH:6]=[CH:5][NH:4]1. (2) The catalyst class is: 155. Product: [F:46][C:43]([F:45])([F:44])[C:41]1[CH:40]=[C:5]([CH:4]=[C:3]([C:2]([F:48])([F:1])[F:47])[CH:42]=1)[CH2:6][N:7]([CH2:8][C:9]1[CH:14]=[C:13]([C:15]([F:17])([F:18])[F:16])[CH:12]=[CH:11][C:10]=1[C:54]1[C:55]([C:56]([O:58][CH2:59][CH3:60])=[O:57])=[CH:50][N:51]=[C:52]([C:61]([F:63])([F:64])[F:62])[N:53]=1)[C:28]1[N:29]=[CH:30][C:31]([N:34]2[CH2:39][CH2:38][O:37][CH2:36][CH2:35]2)=[CH:32][N:33]=1. Reactant: [F:1][C:2]([F:48])([F:47])[C:3]1[CH:4]=[C:5]([CH:40]=[C:41]([C:43]([F:46])([F:45])[F:44])[CH:42]=1)[CH2:6][N:7]([C:28]1[N:33]=[CH:32][C:31]([N:34]2[CH2:39][CH2:38][O:37][CH2:36][CH2:35]2)=[CH:30][N:29]=1)[CH2:8][C:9]1[CH:14]=[C:13]([C:15]([F:18])([F:17])[F:16])[CH:12]=[CH:11][C:10]=1B1OC(C)(C)C(C)(C)O1.Cl[C:50]1[C:55]([C:56]([O:58][CH2:59][CH3:60])=[O:57])=[CH:54][N:53]=[C:52]([C:61]([F:64])([F:63])[F:62])[N:51]=1.C(=O)([O-])[O-].[Cs+].[Cs+].O. (3) Reactant: [Cl:1][C:2]1[C:3]([C:9]2[CH:14]=[CH:13][CH:12]=[C:11]([NH:15][CH2:16][CH:17]3[CH2:22][O:21][C:20]([CH3:24])([CH3:23])[CH2:19][O:18]3)[N:10]=2)=[CH:4][C:5](F)=[N:6][CH:7]=1.[OH-].[NH4+:26]. Product: [Cl:1][C:2]1[C:3]([C:9]2[CH:14]=[CH:13][CH:12]=[C:11]([NH:15][CH2:16][CH:17]3[CH2:22][O:21][C:20]([CH3:24])([CH3:23])[CH2:19][O:18]3)[N:10]=2)=[CH:4][C:5]([NH2:26])=[N:6][CH:7]=1. The catalyst class is: 197. (4) Reactant: ClC1C=CC2N(C(C(C3C=[C:15]4[C:19](=CC=3F)[N:18]([CH3:23])[N:17]=[CH:16]4)=O)=CN=2)N=1.Cl[C:25]1[CH:26]=[CH:27][C:28]2[N:29]([C:31]([C:34]([C:37]3[CH:38]=[C:39]4[C:43](=[CH:44][C:45]=3[F:46])[N:42]([CH3:47])[N:41]=[CH:40]4)(O)[CH3:35])=[CH:32][N:33]=2)[N:30]=1.C[Mg]Br. Product: [F:46][C:45]1[CH:44]=[C:43]2[C:39]([CH:40]=[N:41][N:42]2[CH3:47])=[CH:38][C:37]=1[CH:34]([C:31]1[N:29]2[N:30]=[C:25]([C:15]3[CH:16]=[N:17][N:18]([CH3:23])[CH:19]=3)[CH:26]=[CH:27][C:28]2=[N:33][CH:32]=1)[CH3:35]. The catalyst class is: 49.